Dataset: Catalyst prediction with 721,799 reactions and 888 catalyst types from USPTO. Task: Predict which catalyst facilitates the given reaction. (1) Reactant: [O:1]=[C:2]1[NH:12][C:5]2[N:6]=[CH:7][CH:8]=[C:9]([C:10]#[N:11])[C:4]=2[CH2:3]1.[ClH:13]. Product: [ClH:13].[NH2:11][CH2:10][C:9]1[CH:8]=[CH:7][N:6]=[C:5]2[NH:12][C:2](=[O:1])[CH2:3][C:4]=12. The catalyst class is: 50. (2) Reactant: [CH3:1][CH:2]1[CH2:7][CH2:6][CH:5]([O:8][C:9]2[CH:18]=[CH:17][CH:16]=[C:15]3[C:10]=2[CH:11]=[CH:12][C:13]([CH2:19][OH:20])=[CH:14]3)[CH2:4][CH2:3]1.C(N(CC)C(C)C)(C)C.[CH3:30][S:31](Cl)(=[O:33])=[O:32]. Product: [CH3:30][S:31]([O:20][CH2:19][C:13]1[CH:12]=[CH:11][C:10]2[C:15](=[CH:16][CH:17]=[CH:18][C:9]=2[O:8][C@H:5]2[CH2:4][CH2:3][C@@H:2]([CH3:1])[CH2:7][CH2:6]2)[CH:14]=1)(=[O:33])=[O:32]. The catalyst class is: 2. (3) Reactant: Br[C:2]1[N:7]=[C:6]2[N:8]([CH2:11][C:12]3[CH:13]=[C:14]4[C:19](=[CH:20][C:21]=3[F:22])[N:18]=[CH:17][CH:16]=[CH:15]4)[N:9]=[N:10][C:5]2=[N:4][CH:3]=1.C([Sn](CCCC)(CCCC)[C:28]([O:30][CH2:31][CH3:32])=[CH2:29])CCC. Product: [CH2:31]([O:30][C:28]([C:2]1[N:7]=[C:6]2[N:8]([CH2:11][C:12]3[CH:13]=[C:14]4[C:19](=[CH:20][C:21]=3[F:22])[N:18]=[CH:17][CH:16]=[CH:15]4)[N:9]=[N:10][C:5]2=[N:4][CH:3]=1)=[CH2:29])[CH3:32]. The catalyst class is: 128. (4) Reactant: [F:1][C:2]([F:26])([F:25])[O:3][C:4]1[CH:9]=[CH:8][C:7]([N:10]2[CH:14]=[N:13][C:12]([C:15]3[CH:24]=[CH:23][C:18]([C:19]([O:21]C)=[O:20])=[CH:17][CH:16]=3)=[N:11]2)=[CH:6][CH:5]=1.[OH-].[Li+]. Product: [F:26][C:2]([F:1])([F:25])[O:3][C:4]1[CH:5]=[CH:6][C:7]([N:10]2[CH:14]=[N:13][C:12]([C:15]3[CH:24]=[CH:23][C:18]([C:19]([OH:21])=[O:20])=[CH:17][CH:16]=3)=[N:11]2)=[CH:8][CH:9]=1. The catalyst class is: 569.